This data is from Full USPTO retrosynthesis dataset with 1.9M reactions from patents (1976-2016). The task is: Predict the reactants needed to synthesize the given product. (1) Given the product [ClH:37].[ClH:1].[CH3:3][C:4]1[CH:13]=[CH:12][C:11]2[C:6](=[CH:7][CH:8]=[CH:9][C:10]=2[N:14]2[CH2:19][CH2:18][N:17]([CH2:20][CH2:21][C:22]3[CH:23]=[C:24]([N:28]4[CH2:32][CH2:31][N:30]([CH2:38][C:39]5[CH:40]=[N:41][CH:42]=[CH:43][CH:44]=5)[C:29]4=[O:33])[CH:25]=[CH:26][CH:27]=3)[CH2:16][CH2:15]2)[N:5]=1, predict the reactants needed to synthesize it. The reactants are: [ClH:1].Cl.[CH3:3][C:4]1[CH:13]=[CH:12][C:11]2[C:6](=[CH:7][CH:8]=[CH:9][C:10]=2[N:14]2[CH2:19][CH2:18][N:17]([CH2:20][CH2:21][C:22]3[CH:23]=[C:24]([N:28]4[CH2:32][CH2:31][NH:30][C:29]4=[O:33])[CH:25]=[CH:26][CH:27]=3)[CH2:16][CH2:15]2)[N:5]=1.[H-].[Na+].Cl.[Cl:37][CH2:38][C:39]1[CH:40]=[N:41][CH:42]=[CH:43][CH:44]=1. (2) Given the product [NH2:1][C:2]1[N:7]=[CH:6][N:5]=[C:4]2[N:8]([C:30]3[CH:35]=[CH:34][C:33]([N:36]4[CH2:37][CH2:38][N:39]([CH3:42])[CH2:40][CH2:41]4)=[CH:32][C:31]=3[C:43]#[N:44])[N:9]=[C:10]([C:59]3[CH:64]=[CH:63][C:62]([NH:65][C:66]([NH:68][C:69]4[CH:74]=[CH:73][CH:72]=[C:71]([CH3:75])[CH:70]=4)=[O:67])=[C:61]([F:76])[CH:60]=3)[C:3]=12, predict the reactants needed to synthesize it. The reactants are: [NH2:1][C:2]1[N:7]=[CH:6][N:5]=[C:4]2[N:8]([C:30]3[CH:35]=[CH:34][C:33]([N:36]4[CH2:41][CH2:40][N:39]([CH3:42])[CH2:38][CH2:37]4)=[CH:32][C:31]=3[C:43]#[N:44])[N:9]=[C:10](C3C=CC(NS(C4C=CC=C(Cl)C=4Cl)(=O)=O)=C(F)C=3)[C:3]=12.NC(N)=O.NC1N=CN=C2N(CC(OCC)=O)N=C([C:59]3[CH:64]=[CH:63][C:62]([NH:65][C:66]([NH:68][C:69]4[CH:70]=[C:71]([CH3:75])[CH:72]=[CH:73][CH:74]=4)=[O:67])=[C:61]([F:76])[CH:60]=3)C=12.NC1N=CN=C2N(C3C=CC(N4CCN(C)CC4)=CC=3C#N)N=C(C3C=CC(N)=C(F)C=3)C=12.C1(C)C=CC=C(N=C=O)C=1. (3) Given the product [Cl:33][C:18]1[CH:17]=[N:16][CH:15]=[C:14]([Cl:13])[C:19]=1[CH2:20][CH:21]([O:22][C:45](=[O:46])[C@H:44]([C:41]1[CH:42]=[CH:43][C:38]([CH2:34][CH:35]([CH3:37])[CH3:36])=[CH:39][CH:40]=1)[CH3:48])[C:23]1[CH:28]=[CH:27][C:26]([O:29][CH3:30])=[C:25]([O:31][CH3:32])[CH:24]=1, predict the reactants needed to synthesize it. The reactants are: Cl.C(N=C=NCCCN(C)C)C.[Cl:13][C:14]1[CH:15]=[N:16][CH:17]=[C:18]([Cl:33])[C:19]=1[CH2:20][CH:21]([C:23]1[CH:28]=[CH:27][C:26]([O:29][CH3:30])=[C:25]([O:31][CH3:32])[CH:24]=1)[OH:22].[CH2:34]([C:38]1[CH:43]=[CH:42][C:41]([C@H:44]([CH3:48])[C:45](O)=[O:46])=[CH:40][CH:39]=1)[CH:35]([CH3:37])[CH3:36].[NH4+].[Cl-]. (4) Given the product [Cl:16][C:17]1[CH:37]=[CH:36][C:20]([C:21]([C:23]2[CH:35]=[CH:34][C:26]([O:27][C:28]([CH3:33])([CH3:32])[C:29]([NH:1][CH2:2][CH2:3][S:4][S:5][CH2:6][CH2:7][NH:8][C:9](=[O:15])[O:10][C:11]([CH3:12])([CH3:14])[CH3:13])=[O:30])=[CH:25][CH:24]=2)=[O:22])=[CH:19][CH:18]=1, predict the reactants needed to synthesize it. The reactants are: [NH2:1][CH2:2][CH2:3][S:4][S:5][CH2:6][CH2:7][NH:8][C:9](=[O:15])[O:10][C:11]([CH3:14])([CH3:13])[CH3:12].[Cl:16][C:17]1[CH:37]=[CH:36][C:20]([C:21]([C:23]2[CH:35]=[CH:34][C:26]([O:27][C:28]([CH3:33])([CH3:32])[C:29](O)=[O:30])=[CH:25][CH:24]=2)=[O:22])=[CH:19][CH:18]=1.CCN=C=NCCCN(C)C. (5) Given the product [F:1][C:2]1[C:3]([OH:11])=[C:4]([CH:8]=[CH:9][CH:10]=1)[C:5]([NH2:7])=[O:6], predict the reactants needed to synthesize it. The reactants are: [F:1][C:2]1[C:3]([O:11]CC2C=CC=CC=2)=[C:4]([CH:8]=[CH:9][CH:10]=1)[C:5]([NH2:7])=[O:6].